From a dataset of Catalyst prediction with 721,799 reactions and 888 catalyst types from USPTO. Predict which catalyst facilitates the given reaction. (1) Reactant: C([O:8][C:9](=[O:32])[C@@H:10]([NH:21]C(OCC1C=CC=CC=1)=O)[CH2:11][S:12]([N:15]1[CH2:20][CH2:19][O:18][CH2:17][CH2:16]1)(=[O:14])=[O:13])C1C=CC=CC=1.N#N. Product: [NH2:21][C@@H:10]([CH2:11][S:12]([N:15]1[CH2:16][CH2:17][O:18][CH2:19][CH2:20]1)(=[O:13])=[O:14])[C:9]([OH:32])=[O:8]. The catalyst class is: 45. (2) Reactant: BrBr.[CH3:3][O:4][C:5]([C:7]1[O:8][C:9]([C:12](=[O:15])[CH2:13]Br)=[CH:10][CH:11]=1)=[O:6]. Product: [CH3:3][O:4][C:5]([C:7]1[O:8][C:9]([C:12](=[O:15])[CH3:13])=[CH:10][CH:11]=1)=[O:6]. The catalyst class is: 52. (3) Reactant: [Cl:1][CH2:2][CH2:3][N:4]([CH2:24][CH2:25][Cl:26])[C:5]1[CH:10]=[CH:9][C:8]([NH:11][C:12]([NH:14][C:15]2[CH:20]=[CH:19][CH:18]=[C:17]([N+:21]([O-])=O)[CH:16]=2)=[O:13])=[CH:7][CH:6]=1. Product: [NH2:21][C:17]1[CH:16]=[C:15]([NH:14][C:12]([NH:11][C:8]2[CH:9]=[CH:10][C:5]([N:4]([CH2:3][CH2:2][Cl:1])[CH2:24][CH2:25][Cl:26])=[CH:6][CH:7]=2)=[O:13])[CH:20]=[CH:19][CH:18]=1. The catalyst class is: 78. (4) Reactant: [O-][CH2:2]C.[Na+].[Na].[CH:6]1[C:19]2[CH:18]([C:20]([OH:22])=[O:21])[C:17]3[C:12](=[CH:13][CH:14]=[CH:15][CH:16]=3)[O:11][C:10]=2[CH:9]=[CH:8][CH:7]=1.CI. Product: [CH:16]1[C:17]2[CH:18]([C:20]([O:22][CH3:2])=[O:21])[C:19]3[C:10](=[CH:9][CH:8]=[CH:7][CH:6]=3)[O:11][C:12]=2[CH:13]=[CH:14][CH:15]=1. The catalyst class is: 97.